This data is from Catalyst prediction with 721,799 reactions and 888 catalyst types from USPTO. The task is: Predict which catalyst facilitates the given reaction. Reactant: [H-].[H-].[H-].[H-].[Li+].[Al+3].[CH2:7]([NH:25][C:26](=[O:32])[CH2:27][CH2:28][C:29](O)=[O:30])[CH2:8][CH2:9][CH2:10][CH2:11][CH2:12][CH2:13][CH2:14][CH2:15][CH2:16][CH2:17][CH2:18][CH2:19][CH2:20][CH2:21][CH2:22][CH2:23][CH3:24]. Product: [OH:30][CH2:29][CH2:28][CH2:27][C:26]([NH:25][CH2:7][CH2:8][CH2:9][CH2:10][CH2:11][CH2:12][CH2:13][CH2:14][CH2:15][CH2:16][CH2:17][CH2:18][CH2:19][CH2:20][CH2:21][CH2:22][CH2:23][CH3:24])=[O:32]. The catalyst class is: 1.